Dataset: Full USPTO retrosynthesis dataset with 1.9M reactions from patents (1976-2016). Task: Predict the reactants needed to synthesize the given product. (1) Given the product [OH:8][C:9]1[CH:10]=[CH:11][C:12]2[O:16][C:15]([C:17](=[O:21])[CH:18]([CH3:19])[CH3:20])=[C:14]([CH3:22])[C:13]=2[CH:23]=1, predict the reactants needed to synthesize it. The reactants are: C([O:8][C:9]1[CH:10]=[CH:11][C:12]2[O:16][C:15]([C:17](=[O:21])[CH:18]([CH3:20])[CH3:19])=[C:14]([CH3:22])[C:13]=2[CH:23]=1)C1C=CC=CC=1. (2) Given the product [CH2:12]([NH:19][C:20]([C:22]1[S:26][C:25]([NH:27][C:4](=[O:5])[C:3]2[CH:7]=[C:8]([F:11])[CH:9]=[CH:10][C:2]=2[F:1])=[N:24][C:23]=1[CH3:28])=[O:21])[C:13]1[CH:18]=[CH:17][CH:16]=[CH:15][CH:14]=1, predict the reactants needed to synthesize it. The reactants are: [F:1][C:2]1[CH:10]=[CH:9][C:8]([F:11])=[CH:7][C:3]=1[C:4](Cl)=[O:5].[CH2:12]([NH:19][C:20]([C:22]1[S:26][C:25]([NH2:27])=[N:24][C:23]=1[CH3:28])=[O:21])[C:13]1[CH:18]=[CH:17][CH:16]=[CH:15][CH:14]=1. (3) The reactants are: Cl[C:2]1[N:7]=[CH:6][C:5]([CH2:8][C:9]2[C:18]3[CH2:17][CH2:16][CH2:15][CH2:14][C:13]=3[N:12]=[C:11]([C:19]([NH:21][C@@H:22]3[C@@H:27]([OH:28])[CH2:26][O:25][CH2:24][CH2:23]3)=[O:20])[CH:10]=2)=[CH:4][CH:3]=1.C(=O)([O-])[O-].[Cs+].[Cs+].[CH3:35][N:36]1[CH:40]=[C:39](B2OC(C)(C)C(C)(C)O2)[CH:38]=[N:37]1.ClCCl. Given the product [CH3:35][N:36]1[CH:40]=[C:39]([C:2]2[N:7]=[CH:6][C:5]([CH2:8][C:9]3[C:18]4[CH2:17][CH2:16][CH2:15][CH2:14][C:13]=4[N:12]=[C:11]([C:19]([NH:21][C@@H:22]4[C@@H:27]([OH:28])[CH2:26][O:25][CH2:24][CH2:23]4)=[O:20])[CH:10]=3)=[CH:4][CH:3]=2)[CH:38]=[N:37]1, predict the reactants needed to synthesize it. (4) Given the product [Br:20][CH2:31][CH2:30][C:27]1[CH:28]=[CH:29][C:24]([O:23][CH3:22])=[CH:25][C:26]=1[N+:33]([O-:35])=[O:34], predict the reactants needed to synthesize it. The reactants are: C1(P(C2C=CC=CC=2)C2C=CC=CC=2)C=CC=CC=1.[Br:20]Br.[CH3:22][O:23][C:24]1[CH:29]=[CH:28][C:27]([CH2:30][CH2:31]O)=[C:26]([N+:33]([O-:35])=[O:34])[CH:25]=1.N1C=CC=CC=1. (5) Given the product [OH:4][CH:3]([C:5]1[CH:10]=[CH:9][C:8]([C:11]2[N:15]([CH3:16])[C:14]([C:17]#[N:18])=[CH:13][CH:12]=2)=[CH:7][CH:6]=1)[C:2]([CH3:20])([CH3:1])[CH3:19], predict the reactants needed to synthesize it. The reactants are: [CH3:1][C:2]([CH3:20])([CH3:19])[C:3]([C:5]1[CH:10]=[CH:9][C:8]([C:11]2[N:15]([CH3:16])[C:14]([C:17]#[N:18])=[CH:13][CH:12]=2)=[CH:7][CH:6]=1)=[O:4].[BH4-].[Na+]. (6) The reactants are: [C:1]1([CH3:10])[CH:6]=[CH:5][C:4]([N:7]=[C:8]=[O:9])=[CH:3][CH:2]=1.[NH2:11][C:12]1[CH:17]=[CH:16][C:15]([C:18]2[C:22]([C:23]([NH2:25])=[O:24])=[C:21]([NH:26][C:27]([NH:29][CH2:30][CH2:31][CH2:32][N:33]3[CH2:37][CH2:36][CH2:35][CH2:34]3)=[O:28])[S:20][N:19]=2)=[CH:14][CH:13]=1.C(N(C(C)C)CC)(C)C.CN(C)C=O. Given the product [CH3:10][C:1]1[CH:6]=[CH:5][C:4]([NH:7][C:8]([NH:11][C:12]2[CH:17]=[CH:16][C:15]([C:18]3[C:22]([C:23]([NH2:25])=[O:24])=[C:21]([NH:26][C:27]([NH:29][CH2:30][CH2:31][CH2:32][N:33]4[CH2:37][CH2:36][CH2:35][CH2:34]4)=[O:28])[S:20][N:19]=3)=[CH:14][CH:13]=2)=[O:9])=[CH:3][CH:2]=1, predict the reactants needed to synthesize it. (7) Given the product [O:4]1[C:8]2=[C:9]([N:13]3[CH2:18][CH2:17][N:16]([CH2:19][CH2:20][C@H:21]4[CH2:26][CH2:25][C@H:24]([NH:27][C:31](=[O:32])[CH:30]([OH:34])[C:29]([F:36])([F:35])[F:28])[CH2:23][CH2:22]4)[CH2:15][CH2:14]3)[N:10]=[CH:11][CH:12]=[C:7]2[CH2:6][CH2:5]1, predict the reactants needed to synthesize it. The reactants are: Cl.Cl.Cl.[O:4]1[C:8]2=[C:9]([N:13]3[CH2:18][CH2:17][N:16]([CH2:19][CH2:20][C@H:21]4[CH2:26][CH2:25][C@H:24]([NH2:27])[CH2:23][CH2:22]4)[CH2:15][CH2:14]3)[N:10]=[CH:11][CH:12]=[C:7]2[CH2:6][CH2:5]1.[F:28][C:29]([F:36])([F:35])[CH:30]([OH:34])[C:31](O)=[O:32]. (8) Given the product [CH2:30]([O:29][C:27](=[O:28])[NH:11][CH2:10][CH:8]1[CH2:7][C:6]2[C:12]([CH3:13])=[C:2]([Cl:1])[CH:3]=[C:4]([CH:14]([CH3:16])[CH3:15])[C:5]=2[O:9]1)[C:31]1[CH:36]=[CH:35][CH:34]=[CH:33][CH:32]=1, predict the reactants needed to synthesize it. The reactants are: [Cl:1][C:2]1[CH:3]=[C:4]([CH:14]([CH3:16])[CH3:15])[C:5]2[O:9][CH:8]([CH2:10][NH2:11])[CH2:7][C:6]=2[C:12]=1[CH3:13].C(N(C(C)C)CC)(C)C.Cl[C:27]([O:29][CH2:30][C:31]1[CH:36]=[CH:35][CH:34]=[CH:33][CH:32]=1)=[O:28].C(OC(=O)NCC1CC2C=CC=C(C3CCCC3)C=2O1)C1C=CC=CC=1. (9) Given the product [CH2:28]([N:8]([CH2:9][C@H:10]1[O:11][B:40]([OH:41])[C:17]2[C:16]([O:18][CH2:19][C@H:20]3[CH2:24][O:23][C:22]([CH3:26])([CH3:25])[O:21]3)=[CH:15][CH:14]=[C:13]([F:27])[C:12]1=2)[CH2:1][C:2]1[CH:7]=[CH:6][CH:5]=[CH:4][CH:3]=1)[C:29]1[CH:30]=[CH:31][CH:32]=[CH:33][CH:34]=1, predict the reactants needed to synthesize it. The reactants are: [CH2:1]([N:8]([CH2:28][C:29]1[CH:34]=[CH:33][CH:32]=[CH:31][CH:30]=1)[CH2:9][C@H:10]([C:12]1[CH:17]=[C:16]([O:18][CH2:19][C@H:20]2[CH2:24][O:23][C:22]([CH3:26])([CH3:25])[O:21]2)[CH:15]=[CH:14][C:13]=1[F:27])[OH:11])[C:2]1[CH:7]=[CH:6][CH:5]=[CH:4][CH:3]=1.[Li]CCCC.[B:40](OC)(OC)[O:41]C. (10) Given the product [Br:1][C:2]1[CH:7]=[CH:6][C:5]([O:8][C:20]2[CH:19]=[N:18][CH:17]=[C:16]3[S:27][C:26]([C:25]([O:29][CH3:30])=[O:28])=[CH:22][C:21]=23)=[CH:4][CH:3]=1, predict the reactants needed to synthesize it. The reactants are: [Br:1][C:2]1[CH:7]=[CH:6][C:5]([OH:8])=[CH:4][CH:3]=1.CC(C)([O-])C.[K+].Cl[C:16]1[CH:17]=[N:18][CH:19]=[C:20](Cl)[C:21]=1[CH:22]=O.[C:25]([O:29][CH3:30])(=[O:28])[CH2:26][SH:27].